Dataset: Reaction yield outcomes from USPTO patents with 853,638 reactions. Task: Predict the reaction yield, written as a fraction of the theoretical maximum amount of product (1.0 means a 100% yield; for example, 0.34 means a 34% yield). (1) The reactants are O[CH2:2][C:3]([C:5]1[CH:10]=[CH:9][CH:8]=[CH:7][CH:6]=1)=[O:4].Cl[C:12]1[CH:19]=[CH:18][C:15]([CH:16]=O)=[CH:14]N=1.O([CH3:22])[Na]. The catalyst is C1COCC1. The product is [C:15]1([CH:16]=[CH:2][C:3]([C:5]2[CH:10]=[CH:9][CH:8]=[CH:7][CH:6]=2)=[O:4])[CH:18]=[CH:19][CH:12]=[CH:22][CH:14]=1. The yield is 0.150. (2) The reactants are C(O)(C(F)(F)F)=O.C(OC([N:15]1[CH2:19][CH2:18][CH2:17][C@H:16]1[C:20]1[N:21](COCC[Si](C)(C)C)[C:22]([C:25]2[CH:26]=[N:27][C:28]([C:31]3[CH:36]=[CH:35][C:34]([C:37]4[NH:38][C:39]([C@@H:42]5[CH2:46][CH2:45][CH2:44][N:43]5C(OC(C)(C)C)=O)=[N:40][CH:41]=4)=[CH:33][CH:32]=3)=[N:29][CH:30]=2)=[CH:23][N:24]=1)=O)(C)(C)C. The catalyst is C(Cl)Cl. The product is [NH:15]1[CH2:19][CH2:18][CH2:17][C@H:16]1[C:20]1[NH:21][C:22]([C:25]2[CH:26]=[N:27][C:28]([C:31]3[CH:36]=[CH:35][C:34]([C:37]4[NH:38][C:39]([C@@H:42]5[CH2:46][CH2:45][CH2:44][NH:43]5)=[N:40][CH:41]=4)=[CH:33][CH:32]=3)=[N:29][CH:30]=2)=[CH:23][N:24]=1. The yield is 0.360. (3) The reactants are Br[C:2]1[N:7]=[CH:6][C:5]([C:8]2([OH:21])[CH2:13][CH2:12][N:11]([C:14]([O:16][C:17]([CH3:20])([CH3:19])[CH3:18])=[O:15])[CH2:10][CH2:9]2)=[CH:4][CH:3]=1.[CH3:22][N:23](C=O)C. The catalyst is [C-]#N.[C-]#N.[Zn+2].C1C=CC([P]([Pd]([P](C2C=CC=CC=2)(C2C=CC=CC=2)C2C=CC=CC=2)([P](C2C=CC=CC=2)(C2C=CC=CC=2)C2C=CC=CC=2)[P](C2C=CC=CC=2)(C2C=CC=CC=2)C2C=CC=CC=2)(C2C=CC=CC=2)C2C=CC=CC=2)=CC=1. The product is [C:22]([C:2]1[N:7]=[CH:6][C:5]([C:8]2([OH:21])[CH2:13][CH2:12][N:11]([C:14]([O:16][C:17]([CH3:20])([CH3:19])[CH3:18])=[O:15])[CH2:10][CH2:9]2)=[CH:4][CH:3]=1)#[N:23]. The yield is 0.700. (4) The product is [I:5][C:6]1[C:14]([CH3:15])=[CH:13][CH:12]=[CH:11][C:7]=1[CH2:8][OH:9]. The reactants are S(Cl)(Cl)=O.[I:5][C:6]1[C:14]([CH3:15])=[CH:13][CH:12]=[CH:11][C:7]=1[C:8](O)=[O:9].[BH4-].[Na+].[H-].[H-].[H-].[H-].[Li+].[Al+3]. The catalyst is C(Cl)Cl. The yield is 0.890. (5) The reactants are [N+:1]([C:4]1[CH:9]=[CH:8][C:7]([C:10]2[O:14][N:13]=[CH:12][C:11]=2[CH2:15][CH2:16][C:17](OC)=[O:18])=[CH:6][CH:5]=1)([O-:3])=[O:2].[H-].C([Al+]CC(C)C)C(C)C.Cl. The catalyst is O1CCCC1. The product is [N+:1]([C:4]1[CH:5]=[CH:6][C:7]([C:10]2[O:14][N:13]=[CH:12][C:11]=2[CH2:15][CH2:16][CH2:17][OH:18])=[CH:8][CH:9]=1)([O-:3])=[O:2]. The yield is 0.950. (6) The reactants are [CH3:1][N:2]([S:17]([C:20]1[CH:25]=[CH:24][CH:23]=[CH:22][C:21]=1[C:26]([F:29])([F:28])[F:27])(=[O:19])=[O:18])[C:3]1[CH:4]=[CH:5][CH:6]=[C:7]2[C:11]=1[NH:10][C:9]([C:12]([O:14]CC)=[O:13])=[CH:8]2.[OH-].[K+].C(O)(=O)CC(CC(O)=O)(C(O)=O)O. The catalyst is O1CCCC1.CO. The product is [CH3:1][N:2]([S:17]([C:20]1[CH:25]=[CH:24][CH:23]=[CH:22][C:21]=1[C:26]([F:29])([F:27])[F:28])(=[O:18])=[O:19])[C:3]1[CH:4]=[CH:5][CH:6]=[C:7]2[C:11]=1[NH:10][C:9]([C:12]([OH:14])=[O:13])=[CH:8]2. The yield is 0.630. (7) The reactants are C([O:4][CH2:5][C:6]1[C:7]([N:28]2[N:37]=[CH:36][C:35]3[C:30](=[C:31]([F:42])[CH:32]=[C:33]([C:38]([CH3:41])([CH3:40])[CH3:39])[CH:34]=3)[C:29]2=[O:43])=[N:8][CH:9]=[CH:10][C:11]=1[C:12]1[CH:17]=[C:16]([NH:18][C:19]2[CH:23]=[C:22]([CH3:24])[N:21]([CH3:25])[N:20]=2)[C:15](=[O:26])[N:14]([CH3:27])[CH:13]=1)(=O)C.[OH-].[Li+]. The catalyst is C(O)(C)C.C1COCC1.O. The product is [C:38]([C:33]1[CH:34]=[C:35]2[C:30](=[C:31]([F:42])[CH:32]=1)[C:29](=[O:43])[N:28]([C:7]1[C:6]([CH2:5][OH:4])=[C:11]([C:12]3[CH:17]=[C:16]([NH:18][C:19]4[CH:23]=[C:22]([CH3:24])[N:21]([CH3:25])[N:20]=4)[C:15](=[O:26])[N:14]([CH3:27])[CH:13]=3)[CH:10]=[CH:9][N:8]=1)[N:37]=[CH:36]2)([CH3:41])([CH3:39])[CH3:40]. The yield is 0.540. (8) The reactants are Br.Br[CH:3]([C:14]1[CH:19]=[CH:18][N:17]=[C:16]([NH:20]C(OC(C)(C)C)=O)[CH:15]=1)[C:4]([C:6]1[CH:11]=[CH:10][C:9]([O:12][CH3:13])=[CH:8][CH:7]=1)=O.C(OC(NC1C=C(CC(C2C=CC(OC)=CC=2)=O)C=CN=1)=O)(C)(C)C.[NH2:53][C:54]([NH2:56])=[S:55].C(N(CC)CC)C. The catalyst is C(#N)C. The product is [NH2:20][C:16]1[CH:15]=[C:14]([C:3]2[S:55][C:54]([NH2:56])=[N:53][C:4]=2[C:6]2[CH:7]=[CH:8][C:9]([O:12][CH3:13])=[CH:10][CH:11]=2)[CH:19]=[CH:18][N:17]=1. The yield is 0.690. (9) The reactants are [OH:1][CH:2]([C:6]1[CH:11]=[CH:10][C:9]([C:12]2[N:16]=[C:15]([C:17]3[O:21][N:20]=[C:19]([C:22]4[CH:27]=[CH:26][CH:25]=[CH:24][CH:23]=4)[C:18]=3[C:28]([F:31])([F:30])[F:29])[O:14][N:13]=2)=[CH:8][CH:7]=1)[C:3]([OH:5])=O.[NH2:32][C@H:33]([CH:36]([CH3:38])[CH3:37])[C:34]#[N:35].CN(C(ON1N=NC2C=CC=NC1=2)=[N+](C)C)C.F[P-](F)(F)(F)(F)F.CN1CCOCC1. The catalyst is CN(C=O)C. The product is [C:34]([C@H:33]([NH:32][C:3](=[O:5])[CH:2]([OH:1])[C:6]1[CH:7]=[CH:8][C:9]([C:12]2[N:16]=[C:15]([C:17]3[O:21][N:20]=[C:19]([C:22]4[CH:23]=[CH:24][CH:25]=[CH:26][CH:27]=4)[C:18]=3[C:28]([F:29])([F:30])[F:31])[O:14][N:13]=2)=[CH:10][CH:11]=1)[CH:36]([CH3:38])[CH3:37])#[N:35]. The yield is 0.401.